Dataset: Full USPTO retrosynthesis dataset with 1.9M reactions from patents (1976-2016). Task: Predict the reactants needed to synthesize the given product. (1) Given the product [F:1][C:2]([F:7])([F:6])[C:3]([OH:5])=[O:4].[Cl:53][C:50]1[CH:51]=[CH:52][C:47]([NH:46][C:44](=[O:45])[C:43]2[CH:54]=[C:55]([CH:58]([OH:60])[CH3:59])[CH:56]=[CH:57][C:42]=2[NH:41][C:39]([CH:36]2[CH2:37][CH2:38][NH:33][CH2:34][CH2:35]2)=[O:40])=[N:48][CH:49]=1, predict the reactants needed to synthesize it. The reactants are: [F:1][C:2]([F:7])([F:6])[C:3]([OH:5])=[O:4].N1CCC(C(NC2C=CC=CC=2C(N)=O)=O)CC1.C(OC([N:33]1[CH2:38][CH2:37][CH:36]([C:39]([NH:41][C:42]2[CH:57]=[CH:56][C:55]([CH:58]([OH:60])[CH3:59])=[CH:54][C:43]=2[C:44]([NH:46][C:47]2[CH:52]=[CH:51][C:50]([Cl:53])=[CH:49][N:48]=2)=[O:45])=[O:40])[CH2:35][CH2:34]1)=O)(C)(C)C. (2) Given the product [Cl:26][C:27]1[CH:32]=[CH:31][CH:30]=[CH:29][C:28]=1[N:33]1[C:4](=[O:3])[C:6]2[CH:7]=[N:8][C:9]3[C:10]([O:24][CH3:25])=[CH:11][CH:12]=[CH:13][C:14]=3[C:15]=2[N:16]([CH:17]2[CH2:18][CH2:19][CH:20]([CH3:23])[CH2:21][CH2:22]2)[C:34]1=[O:35], predict the reactants needed to synthesize it. The reactants are: C([O:3][C:4]([C:6]1[CH:7]=[N:8][C:9]2[C:14]([C:15]=1[NH:16][CH:17]1[CH2:22][CH2:21][CH:20]([CH3:23])[CH2:19][CH2:18]1)=[CH:13][CH:12]=[CH:11][C:10]=2[O:24][CH3:25])=O)C.[Cl:26][C:27]1[CH:32]=[CH:31][CH:30]=[CH:29][C:28]=1[N:33]=[C:34]=[O:35]. (3) Given the product [CH3:13][N:8]1[C:4]2=[N:5][CH:6]=[CH:7][C:2]([C:14]3[CH:19]=[CH:18][CH:17]=[CH:16][CH:15]=3)=[C:3]2[C:10]([CH:11]=[O:12])=[CH:9]1, predict the reactants needed to synthesize it. The reactants are: Br[C:2]1[CH:7]=[CH:6][N:5]=[C:4]2[N:8]([CH3:13])[CH:9]=[C:10]([CH:11]=[O:12])[C:3]=12.[C:14]1(B(O)O)[CH:19]=[CH:18][CH:17]=[CH:16][CH:15]=1. (4) Given the product [CH3:8][C:7]([C:4]1[CH:3]=[C:2]([N:1]([C:16]([O:15][C:12]([CH3:14])([CH3:13])[CH3:11])=[O:17])[C:16]([O:15][C:12]([CH3:14])([CH3:13])[CH3:11])=[O:26])[O:6][N:5]=1)([CH3:10])[CH3:9], predict the reactants needed to synthesize it. The reactants are: [NH2:1][C:2]1[O:6][N:5]=[C:4]([C:7]([CH3:10])([CH3:9])[CH3:8])[CH:3]=1.[CH3:11][C:12]([O:15][C:16](O[C:16]([O:15][C:12]([CH3:14])([CH3:13])[CH3:11])=[O:17])=[O:17])([CH3:14])[CH3:13].[OH2:26]. (5) Given the product [Cl:1][C:2]1[CH:8]=[CH:7][C:5]([NH:6][C:19](=[O:20])[C:18]([F:29])([F:28])[F:17])=[C:4]([C:9]2[CH:14]=[C:13]([O:15][CH3:16])[N:12]=[CH:11][N:10]=2)[CH:3]=1, predict the reactants needed to synthesize it. The reactants are: [Cl:1][C:2]1[CH:8]=[CH:7][C:5]([NH2:6])=[C:4]([C:9]2[CH:14]=[C:13]([O:15][CH3:16])[N:12]=[CH:11][N:10]=2)[CH:3]=1.[F:17][C:18]([F:29])([F:28])[C:19](O[C:19](=[O:20])[C:18]([F:29])([F:28])[F:17])=[O:20]. (6) The reactants are: [CH3:1][C:2]([CH3:32])([O:4][C:5]([N:7]([C:25]([O:27][C:28]([CH3:31])([CH3:30])[CH3:29])=[O:26])[C:8]1[CH:9]=[C:10]([C:15]2[N:19]=[C:18]([CH2:20][CH2:21][C:22](=[O:24])[CH3:23])[O:17][N:16]=2)[CH:11]=[CH:12][C:13]=1[CH3:14])=[O:6])[CH3:3].CCCC[N+](CCCC)(CCCC)CCCC.[F-].[F:51][C:52]([Si](C)(C)C)([F:54])[F:53]. Given the product [CH3:32][C:2]([CH3:1])([O:4][C:5]([N:7]([C:25]([O:27][C:28]([CH3:31])([CH3:30])[CH3:29])=[O:26])[C:8]1[CH:9]=[C:10]([C:15]2[N:19]=[C:18]([CH2:20][CH2:21][C:22]([CH3:23])([OH:24])[C:52]([F:54])([F:53])[F:51])[O:17][N:16]=2)[CH:11]=[CH:12][C:13]=1[CH3:14])=[O:6])[CH3:3], predict the reactants needed to synthesize it. (7) Given the product [F:23][C:22]1[C:17]([O:16][C@H:15]2[C@@H:11]([OH:10])[CH2:12][O:13][CH2:14]2)=[C:18]([CH:19]=[C:20]([N+:24]([O-:26])=[O:25])[CH:21]=1)[CH2:27][N:28]([CH3:29])[C:30](=[O:31])[O:32][CH2:33][C:34]1[CH:39]=[CH:38][CH:37]=[CH:36][CH:35]=1, predict the reactants needed to synthesize it. The reactants are: [N+](C1C=CC(C([O:10][C@@H:11]2[C@H:15]([O:16][C:17]3[C:22]([F:23])=[CH:21][C:20]([N+:24]([O-:26])=[O:25])=[CH:19][C:18]=3[CH2:27][N:28]([C:30]([O:32][CH2:33][C:34]3[CH:39]=[CH:38][CH:37]=[CH:36][CH:35]=3)=[O:31])[CH3:29])[CH2:14][O:13][CH2:12]2)=O)=CC=1)([O-])=O.[OH-].[K+]. (8) Given the product [O:37]=[S:3]1(=[O:2])[CH2:4][CH:5]=[C:6]([C:9]2[C:10]([O:21][C:22]3[CH:23]=[CH:24][C:25]([O:26][CH2:27][CH2:28][N:29]4[CH2:30][CH2:31][CH2:32][CH2:33][CH2:34]4)=[CH:35][CH:36]=3)=[C:11]3[C:16](=[CH:17][CH:18]=2)[CH:15]=[C:14]([OH:19])[CH:13]=[CH:12]3)[CH2:7][CH2:8]1, predict the reactants needed to synthesize it. The reactants are: Cl.[O:2]=[S:3]1(=[O:37])[CH2:8][CH:7]=[C:6]([C:9]2[CH:18]=[CH:17][C:16]3[C:11](=[CH:12][CH:13]=[C:14]([O:19]C)[CH:15]=3)[C:10]=2[O:21][C:22]2[CH:36]=[CH:35][C:25]([O:26][CH2:27][CH2:28][N:29]3[CH2:34][CH2:33][CH2:32][CH2:31][CH2:30]3)=[CH:24][CH:23]=2)[CH2:5][CH2:4]1.B(Br)(Br)Br.CO. (9) Given the product [CH:1]12[N:8]([C:9]3[CH:10]=[C:11]([CH2:16][N:17]([CH3:19])[CH3:18])[N:12]=[C:13]([C:34]4[CH:40]=[CH:39][C:37]([NH2:38])=[CH:36][CH:35]=4)[N:14]=3)[CH:5]([CH2:6][CH2:7]1)[CH2:4][O:3][CH2:2]2, predict the reactants needed to synthesize it. The reactants are: [CH:1]12[N:8]([C:9]3[N:14]=[C:13](Cl)[N:12]=[C:11]([CH2:16][N:17]([CH3:19])[CH3:18])[CH:10]=3)[CH:5]([CH2:6][CH2:7]1)[CH2:4][O:3][CH2:2]2.C(=O)([O-])[O-].[Na+].[Na+].CC1(C)C(C)(C)OB([C:34]2[CH:40]=[CH:39][C:37]([NH2:38])=[CH:36][CH:35]=2)O1. (10) Given the product [O:11]([C:18]1[CH:19]=[CH:20][C:21]([O:24][C:2]2[C:3]3[N:10]([CH:26]4[CH2:27][N:28]([C:30](=[O:32])/[CH:37]=[CH:38]/[CH3:39])[CH2:29]4)[CH:9]=[CH:8][C:4]=3[N:5]=[CH:6][N:7]=2)=[CH:22][CH:23]=1)[C:12]1[CH:17]=[CH:16][CH:15]=[CH:14][CH:13]=1, predict the reactants needed to synthesize it. The reactants are: Cl[C:2]1[C:3]2[NH:10][CH:9]=[CH:8][C:4]=2[N:5]=[CH:6][N:7]=1.[O:11]([C:18]1[CH:23]=[CH:22][C:21]([OH:24])=[CH:20][CH:19]=1)[C:12]1[CH:17]=[CH:16][CH:15]=[CH:14][CH:13]=1.Br[CH:26]1[CH2:29][N:28]([C:30]([O:32]C(C)(C)C)=O)[CH2:27]1.[C:37](O)(=O)/[CH:38]=[CH:39]/C.